Dataset: Human liver microsome stability data. Task: Regression/Classification. Given a drug SMILES string, predict its absorption, distribution, metabolism, or excretion properties. Task type varies by dataset: regression for continuous measurements (e.g., permeability, clearance, half-life) or binary classification for categorical outcomes (e.g., BBB penetration, CYP inhibition). Dataset: hlm. The drug is Nc1nc(-c2ccc(F)c3c(C(=O)C(=O)N4CCN(C(=O)c5ccccc5)CC4)c[nH]c23)no1. The result is 1 (stable in human liver microsomes).